From a dataset of Reaction yield outcomes from USPTO patents with 853,638 reactions. Predict the reaction yield, written as a fraction of the theoretical maximum amount of product (1.0 means a 100% yield; for example, 0.34 means a 34% yield). (1) The reactants are Br[CH2:2][C:3](=O)[CH:4]([CH3:6])[CH3:5].[CH3:8][CH2:9][O:10][C:11]([C:13]([NH2:15])=[S:14])=[O:12]. No catalyst specified. The product is [CH2:9]([O:10][C:11]([C:13]1[S:14][CH:2]=[C:3]([CH:4]([CH3:6])[CH3:5])[N:15]=1)=[O:12])[CH3:8]. The yield is 0.480. (2) The yield is 0.680. The catalyst is CO. The product is [CH2:15]([O:14][C:8]1[C:7]([CH2:22][OH:23])=[N:6][CH:5]=[C:4]([C:9]=1[OH:10])[C:3]([OH:27])=[O:2])[C:16]1[CH:17]=[CH:18][CH:19]=[CH:20][CH:21]=1. The reactants are C[O:2][C:3](=[O:27])[C:4]1[C:9]([O:10]C(=O)C)=[C:8]([O:14][CH2:15][C:16]2[CH:21]=[CH:20][CH:19]=[CH:18][CH:17]=2)[C:7]([CH2:22][O:23]C(=O)C)=[N:6][CH:5]=1.[OH-].[Na+].C(OCC)C.Cl. (3) The reactants are [CH3:1][O:2][C:3]([C:5]1[S:6][C:7]([C:21]#[C:22][C:23]([CH3:26])([CH3:25])[CH3:24])=[CH:8][C:9]=1[NH:10][C:11](=[O:20])[C:12]1[CH:17]=[CH:16][C:15]([Cl:18])=[CH:14][C:13]=1[Cl:19])=[O:4].[H-].[Na+].Br[CH2:30][CH2:31][O:32][CH3:33]. The catalyst is CN(C=O)C. The product is [CH3:1][O:2][C:3]([C:5]1[S:6][C:7]([C:21]#[C:22][C:23]([CH3:26])([CH3:25])[CH3:24])=[CH:8][C:9]=1[N:10]([C:11](=[O:20])[C:12]1[CH:17]=[CH:16][C:15]([Cl:18])=[CH:14][C:13]=1[Cl:19])[CH2:30][CH2:31][O:32][CH3:33])=[O:4]. The yield is 0.350. (4) The reactants are [CH3:1][O:2][CH:3]([O:6][CH3:7])[CH2:4]Br.[CH3:8][C:9]1[CH:14]=[CH:13][C:12]([N+:15]([O-:17])=[O:16])=[CH:11][C:10]=1[OH:18].C(=O)([O-])[O-].[K+].[K+].[OH-].[Na+]. The catalyst is CN(C)C=O.CCCCCC.C(OCC)C. The product is [CH3:1][O:2][CH:3]([O:6][CH3:7])[CH2:4][O:18][C:10]1[CH:11]=[C:12]([N+:15]([O-:17])=[O:16])[CH:13]=[CH:14][C:9]=1[CH3:8]. The yield is 0.770. (5) The reactants are [OH-].[Na+].[CH3:3][C:4]1[C:9]([CH:10]([CH2:15][CH2:16][CH3:17])[C:11]([O:13]C)=[O:12])=[C:8]([C:18]2[CH:23]=[CH:22][C:21]([CH3:24])=[CH:20][CH:19]=2)[N:7]=[C:6]([N:25]2[CH2:30][CH2:29][CH2:28][CH:27]([O:31][C:32]3[CH:37]=[CH:36][CH:35]=[CH:34][CH:33]=3)[CH2:26]2)[N:5]=1. The catalyst is CO. The product is [CH3:3][C:4]1[C:9]([CH:10]([CH2:15][CH2:16][CH3:17])[C:11]([OH:13])=[O:12])=[C:8]([C:18]2[CH:23]=[CH:22][C:21]([CH3:24])=[CH:20][CH:19]=2)[N:7]=[C:6]([N:25]2[CH2:30][CH2:29][CH2:28][CH:27]([O:31][C:32]3[CH:37]=[CH:36][CH:35]=[CH:34][CH:33]=3)[CH2:26]2)[N:5]=1. The yield is 0.260.